From a dataset of Experimentally validated miRNA-target interactions with 360,000+ pairs, plus equal number of negative samples. Binary Classification. Given a miRNA mature sequence and a target amino acid sequence, predict their likelihood of interaction. (1) The miRNA is mmu-miR-669e-5p with sequence UGUCUUGUGUGUGCAUGUUCAU. The protein sequence of the target gene is MSPGASRGPRGSQAPLIAPLCCAAAALGMLLWSPACQAFNLDVEKLTVYSGPKGSYFGYAVDFHIPDARTASVLVGAPKANTSQPDIVEGGAVYYCPWPAEGSAQCRQIPFDTTNNRKIRVNGTKEPIEFKSNQWFGATVKAHKGKVVACAPLYHWRTLKPTPEKDPVGTCYVAIQNFSAYAEFSPCRNSNADPEGQGYCQAGFSLDFYKNGDLIVGGPGSFYWQGQVITASVADIIANYSFKDILRKLAGEKQTEVAPASYDDSYLGYSVAAGEFTGDSQQELVAGIPRGAQNFGYVSI.... Result: 0 (no interaction). (2) The miRNA is hsa-miR-1179 with sequence AAGCAUUCUUUCAUUGGUUGG. The protein sequence of the target gene is MAGVSFSGHRLELLAAYEEVIREESAADWALYTYEDGSDDLKLAASGEGGLQELSGHFENQKVMYGFCSVKDSQAALPKYVLINWVGEDVPDARKCACASHVAKVAEFFQGVDVIVNASSVEDIDAGAIGQRLSNGLARLSSPVLHRLRLREDENAEPVGTTYQKTDAAVEMKRINREQFWEQAKKEEELRKEEERKKALDARLRFEQERMEQERQEQEERERRYREREQQIEEHRRKQQSLEAEEAKRRLKEQSIFGDQRDEEEESQMKKSESEVEEAAAIIAQRPDNPREFFRQQERV.... Result: 0 (no interaction). (3) The miRNA is hsa-miR-7162-3p with sequence UCUGAGGUGGAACAGCAGC. The protein sequence of the target gene is MAAGAAAALAFLNQESRARAGGVGGLRVPAPVTMDSFFFGCELSGHTRSFTFKVEEEDDTEHVLALNMLCLTEGATDECNVVEVVARDHDNQEIAVPVANLRLSCQPMLSVDDFQLQPPVTFRLKSGSGPVRITGRHQIVCINNDLSEEESDDESEEDEIKLCGILPAKKHRGRP. Result: 0 (no interaction). (4) The miRNA is hsa-miR-500a-5p with sequence UAAUCCUUGCUACCUGGGUGAGA. The protein sequence of the target gene is MDALLGTGPRRARGCLGAAGPTSSGRAARTPAAPWARFSAWLECVCVVTFDLELGQALELVYPNDFRLTDKEKSSICYLSFPDSHSGCLGDTQFSFRMRQCGGQRSPWHADDRHYNSRAPVALQREPAHYFGYVYFRQVKDSSVKRGYFQKSLVLVSRLPFVRLFQALLSLIAPEYFDKLAPCLEAVCSEIDQWPAPAPGQTLNLPVMGVVVQVRIPSRVDKSESSPPKQFDQENLLPAPVVLASVHELDLFRCFRPVLTHMQTLWELMLLGEPLLVLAPSPDVSSEMVLALTSCLQPLR.... Result: 1 (interaction).